From a dataset of Kir2.1 potassium channel HTS with 301,493 compounds. Binary Classification. Given a drug SMILES string, predict its activity (active/inactive) in a high-throughput screening assay against a specified biological target. (1) The compound is S(CC(=O)NC1CCCCC1)c1n2c(c(c(=O)nc2[nH]n1)C)C. The result is 0 (inactive). (2) The molecule is O=C1N(C(=O)NC1(CCc1ccccc1)C)CC(=O)Nc1c(cccc1)C(OCC)=O. The result is 0 (inactive). (3) The compound is S(=O)(=O)(Nc1sc(nn1)COCC)C. The result is 0 (inactive). (4) The compound is S=C(Nc1cc(OC)c(OC)c(OC)c1)Nc1cccnc1. The result is 0 (inactive). (5) The compound is O1CCN(CC1)c1c(NC(=O)c2nc3n(c2)ccc(c3)C)cccc1. The result is 0 (inactive).